From a dataset of CYP3A4 inhibition data for predicting drug metabolism from PubChem BioAssay. Regression/Classification. Given a drug SMILES string, predict its absorption, distribution, metabolism, or excretion properties. Task type varies by dataset: regression for continuous measurements (e.g., permeability, clearance, half-life) or binary classification for categorical outcomes (e.g., BBB penetration, CYP inhibition). Dataset: cyp3a4_veith. (1) The drug is Cn1c(CN2CCOCC2)nnc1SCc1ccccc1. The result is 1 (inhibitor). (2) The drug is COc1ccc(-c2c(C)n([O-])c3c([n+]2=O)CCCC3)cc1. The result is 0 (non-inhibitor). (3) The molecule is Cc1cc(=O)[nH]c(-n2nc(C)cc2C)n1. The result is 0 (non-inhibitor). (4) The result is 0 (non-inhibitor). The drug is CCC1=C(C[C@H]2NCCc3ccccc32)C[C@@H]2c3cc(OC)c(OC)cc3CCN2C1. (5) The molecule is Nc1ccccc1CCCC(=O)O. The result is 0 (non-inhibitor). (6) The molecule is CC#CCCCC(=O)Nc1cc(OC)nc(OC)n1. The result is 1 (inhibitor). (7) The drug is COc1cc(C(=O)NC(=S)Nc2ccc(Cl)c(C(=O)O)c2)cc(OC)c1OC. The result is 0 (non-inhibitor). (8) The molecule is COC(=O)N1CCC2(CC1)CN(c1ccncc1)C2. The result is 0 (non-inhibitor).